This data is from Forward reaction prediction with 1.9M reactions from USPTO patents (1976-2016). The task is: Predict the product of the given reaction. Given the reactants [NH2:1][C:2]1[N:3]=[C:4]([NH:17][CH:18]2[CH2:23][CH2:22][NH:21][CH2:20][CH2:19]2)[S:5][C:6]=1[C:7]([C:9]1[C:14]([F:15])=[CH:13][CH:12]=[CH:11][C:10]=1[F:16])=[O:8].[C:24](N1C=CN=C1)([N:26]1[CH:30]=[CH:29][N:28]=[CH:27]1)=[O:25], predict the reaction product. The product is: [NH2:1][C:2]1[N:3]=[C:4]([NH:17][CH:18]2[CH2:23][CH2:22][N:21]([C:24]([N:26]3[CH:30]=[CH:29][N:28]=[CH:27]3)=[O:25])[CH2:20][CH2:19]2)[S:5][C:6]=1[C:7](=[O:8])[C:9]1[C:14]([F:15])=[CH:13][CH:12]=[CH:11][C:10]=1[F:16].